This data is from Forward reaction prediction with 1.9M reactions from USPTO patents (1976-2016). The task is: Predict the product of the given reaction. (1) Given the reactants [CH3:1][C:2]1[CH:3]=[N:4][NH:5][CH:6]=1.[H-].[Na+].Br[CH2:10][C:11]1[CH:20]=[CH:19][C:14]([C:15]([O:17][CH3:18])=[O:16])=[CH:13][CH:12]=1, predict the reaction product. The product is: [CH3:1][C:2]1[CH:3]=[N:4][N:5]([CH2:10][C:11]2[CH:20]=[CH:19][C:14]([C:15]([O:17][CH3:18])=[O:16])=[CH:13][CH:12]=2)[CH:6]=1. (2) Given the reactants [CH3:1][N:2]1[CH:6]=[C:5]([N:7]2[CH:12]=[CH:11][C:10](=[O:13])[C:9](/[CH:14]=[CH:15]/[C:16]3[CH:17]=[C:18]4[C:23](=[CH:24][CH:25]=3)[N:22]=[CH:21][CH:20]=[CH:19]4)=[N:8]2)[CH:4]=[N:3]1, predict the reaction product. The product is: [CH3:1][N:2]1[CH:6]=[C:5]([N:7]2[CH:12]=[CH:11][C:10](=[O:13])[C:9]([CH2:14][CH2:15][C:16]3[CH:17]=[C:18]4[C:23](=[CH:24][CH:25]=3)[N:22]=[CH:21][CH:20]=[CH:19]4)=[N:8]2)[CH:4]=[N:3]1. (3) Given the reactants Cl[C:2]1[N:7]=[C:6]([O:8][CH3:9])[N:5]=[C:4]([NH:10][C:11]2[CH:16]=[CH:15][C:14]([N:17]3[CH:21]=[C:20]([CH3:22])[N:19]=[CH:18]3)=[C:13]([O:23][CH3:24])[CH:12]=2)[N:3]=1.Cl.[CH2:26]([O:28][C:29](=[O:37])[CH2:30][CH:31]1[CH2:36][CH2:35][NH:34][CH2:33][CH2:32]1)[CH3:27].C(N(CC)CC)C, predict the reaction product. The product is: [CH2:26]([O:28][C:29](=[O:37])[CH2:30][CH:31]1[CH2:36][CH2:35][N:34]([C:2]2[N:7]=[C:6]([O:8][CH3:9])[N:5]=[C:4]([NH:10][C:11]3[CH:16]=[CH:15][C:14]([N:17]4[CH:21]=[C:20]([CH3:22])[N:19]=[CH:18]4)=[C:13]([O:23][CH3:24])[CH:12]=3)[N:3]=2)[CH2:33][CH2:32]1)[CH3:27].